This data is from Retrosynthesis with 50K atom-mapped reactions and 10 reaction types from USPTO. The task is: Predict the reactants needed to synthesize the given product. (1) Given the product O=C(O)C(=O)c1ccc(OCCOc2ccc(F)cc2)cc1, predict the reactants needed to synthesize it. The reactants are: COC(=O)C(=O)c1ccc(OCCOc2ccc(F)cc2)cc1. (2) Given the product O=C1CCC2N1CC(=O)N2c1ccccc1, predict the reactants needed to synthesize it. The reactants are: Ic1ccccc1.O=C1CN2C(=O)CCC2N1. (3) Given the product COC(=O)c1ccccc1N1CCNCC1, predict the reactants needed to synthesize it. The reactants are: C1CNCCN1.COC(=O)c1ccccc1Br.